Dataset: Full USPTO retrosynthesis dataset with 1.9M reactions from patents (1976-2016). Task: Predict the reactants needed to synthesize the given product. (1) Given the product [C:1]([NH:4][C:5]1[S:6][C:7]([CH2:10][N:11]2[CH2:12][CH2:13][CH:14]([C:17]3[CH:18]=[CH:19][C:20]([C:21]([OH:23])=[O:22])=[CH:26][CH:27]=3)[CH2:15][CH2:16]2)=[CH:8][N:9]=1)(=[O:3])[CH3:2], predict the reactants needed to synthesize it. The reactants are: [C:1]([NH:4][C:5]1[S:6][C:7]([CH2:10][N:11]2[CH2:16][CH2:15][CH:14]([C:17]3[CH:27]=[CH:26][C:20]([C:21]([O:23]CC)=[O:22])=[CH:19][CH:18]=3)[CH2:13][CH2:12]2)=[CH:8][N:9]=1)(=[O:3])[CH3:2].C(OC(N1CC=C(C2C=CC(C(OCC)=O)=CC=2)CC1)=O)(C)(C)C.C(C1SC(NC(=O)C)=NC=1)=O.O[Li].O.C(O)(=O)CC(CC(O)=O)(C(O)=O)O. (2) Given the product [C:56]([O:55][C:54](=[O:60])[NH:53][CH2:52][CH2:51][CH2:50][C@H:49]([NH:48][C:32](=[O:33])[CH2:31][C@H:15]1[NH:14][C:13](=[O:35])[C@H:12]([CH2:36][CH2:37][CH2:38][NH:39][C:40]([O:42][C:43]([CH3:46])([CH3:45])[CH3:44])=[O:41])[NH:11][C:10](=[O:47])[C@@H:9]([NH:8][C:6]([O:5][C:1]([CH3:3])([CH3:2])[CH3:4])=[O:7])[CH2:27][C:26]2[CH:28]=[C:22]([CH:23]=[CH:24][C:25]=2[OH:29])[C:21]2=[CH:30][C:17](=[CH:18][CH:19]=[CH:20]2)[CH2:16]1)[C:61](=[O:100])[NH:62][CH2:63][CH2:64][CH2:65][C@H:66]([NH:92][C:93]([O:95][C:96]([CH3:99])([CH3:98])[CH3:97])=[O:94])[CH2:67][C:68](=[O:91])[NH:69][CH2:70][C@@H:71]([NH:83][C:84]([O:86][C:87]([CH3:88])([CH3:90])[CH3:89])=[O:85])[CH2:72][CH2:73][CH2:74][NH:75][C:76](=[O:82])[O:77][C:78]([CH3:79])([CH3:80])[CH3:81])([CH3:57])([CH3:58])[CH3:59], predict the reactants needed to synthesize it. The reactants are: [C:1]([O:5][C:6]([NH:8][C@H:9]1[CH2:27][C:26]2[CH:28]=[C:22]([CH:23]=[CH:24][C:25]=2[OH:29])[C:21]2=[CH:30][C:17](=[CH:18][CH:19]=[CH:20]2)[CH2:16][C@@H:15]([CH2:31][C:32](O)=[O:33])[NH:14][C:13](=[O:35])[C@H:12]([CH2:36][CH2:37][CH2:38][NH:39][C:40]([O:42][C:43]([CH3:46])([CH3:45])[CH3:44])=[O:41])[NH:11][C:10]1=[O:47])=[O:7])([CH3:4])([CH3:3])[CH3:2].[NH2:48][C@H:49]([C:61](=[O:100])[NH:62][CH2:63][CH2:64][CH2:65][C@H:66]([NH:92][C:93]([O:95][C:96]([CH3:99])([CH3:98])[CH3:97])=[O:94])[CH2:67][C:68](=[O:91])[NH:69][CH2:70][C@@H:71]([NH:83][C:84]([O:86][C:87]([CH3:90])([CH3:89])[CH3:88])=[O:85])[CH2:72][CH2:73][CH2:74][NH:75][C:76](=[O:82])[O:77][C:78]([CH3:81])([CH3:80])[CH3:79])[CH2:50][CH2:51][CH2:52][NH:53][C:54](=[O:60])[O:55][C:56]([CH3:59])([CH3:58])[CH3:57].C(Cl)CCl.C1C=CC2N(O)N=NC=2C=1. (3) The reactants are: [C:1]1([CH3:9])[CH:6]=[CH:5][CH:4]=[CH:3][C:2]=1[Mg]Br.[Br:10][C:11]1[CH:16]=[CH:15][C:14](/[CH:17]=[CH:18]/[C:19]([CH:21]2[CH2:26][CH2:25][N:24]([C:27]([O:29][C:30]([CH3:33])([CH3:32])[CH3:31])=[O:28])[CH2:23][CH2:22]2)=[O:20])=[CH:13][CH:12]=1. Given the product [Br:10][C:11]1[CH:12]=[CH:13][C:14]([CH:17]([C:2]2[CH:3]=[CH:4][CH:5]=[CH:6][C:1]=2[CH3:9])[CH2:18][C:19]([CH:21]2[CH2:22][CH2:23][N:24]([C:27]([O:29][C:30]([CH3:33])([CH3:32])[CH3:31])=[O:28])[CH2:25][CH2:26]2)=[O:20])=[CH:15][CH:16]=1, predict the reactants needed to synthesize it. (4) Given the product [NH:39]1[C:43]([CH2:42][CH2:41][NH:46][C:18]([C:14]2[C:13]3[C:17](=[C:9]([O:8][CH2:1][C:2]4[CH:7]=[CH:6][CH:5]=[CH:4][CH:3]=4)[CH:10]=[CH:11][CH:12]=3)[NH:16][CH:15]=2)=[O:19])=[CH:44][N:45]=[CH:40]1, predict the reactants needed to synthesize it. The reactants are: [CH2:1]([O:8][C:9]1[CH:10]=[CH:11][CH:12]=[C:13]2[C:17]=1[NH:16][CH:15]=[CH:14]2)[C:2]1[CH:7]=[CH:6][CH:5]=[CH:4][CH:3]=1.[C:18](OC(C(F)(F)F)=O)(C(F)(F)F)=[O:19].CN(C(O[N:39]1N=[N:46][C:41]2[CH:42]=[CH:43][CH:44]=[N:45][C:40]1=2)=[N+](C)C)C.F[P-](F)(F)(F)(F)F.CCN(C(C)C)C(C)C.NCCC1N=CNC=1. (5) Given the product [CH3:25][O:26][C:27](=[O:41])[C:28]1[CH:33]=[C:32]([N:34]2[CH2:38][CH2:37][CH2:36][C:35]2=[O:39])[CH:31]=[C:30]([N:40]2[C:11]([CH3:12])=[CH:10][CH:9]=[C:8]2[C:6]2[CH:7]=[C:2]([Br:1])[CH:3]=[CH:4][C:5]=2[O:15][CH2:16][C:17]2[CH:22]=[CH:21][C:20]([F:23])=[CH:19][C:18]=2[F:24])[CH:29]=1, predict the reactants needed to synthesize it. The reactants are: [Br:1][C:2]1[CH:3]=[CH:4][C:5]([O:15][CH2:16][C:17]2[CH:22]=[CH:21][C:20]([F:23])=[CH:19][C:18]=2[F:24])=[C:6]([C:8](=O)[CH2:9][CH2:10][C:11](=O)[CH3:12])[CH:7]=1.[CH3:25][O:26][C:27](=[O:41])[C:28]1[CH:33]=[C:32]([N:34]2[CH2:38][CH2:37][CH2:36][C:35]2=[O:39])[CH:31]=[C:30]([NH2:40])[CH:29]=1.C1(C)C=CC(S(O)(=O)=O)=CC=1. (6) Given the product [NH2:21][C:1]1[CH:3]=[CH:14][C:13]2[C:12](=[C:11]([O:10][CH:5]([CH3:4])[CH2:6][CH2:7][CH2:8][O:9][C:6]3[CH:7]=[CH:8][C:3]([C:1]#[N:2])=[CH:4][CH:5]=3)[CH:20]=[CH:19][CH:18]=2)[N:2]=1, predict the reactants needed to synthesize it. The reactants are: [C:1]([C:3]1[CH:8]=[CH:7][C:6]([OH:9])=[CH:5][CH:4]=1)#[N:2].[OH:10][C:11]1[CH:12]=[C:13]([CH:18]=[CH:19][CH:20]=1)[C:14](OC)=O.[NH3:21]. (7) Given the product [Cl:29][C:30]1[CH:35]=[CH:34][C:33]([S:36]([NH:20][CH2:19][CH:18]([CH3:21])[CH2:17][N:7]2[C:8]3[CH:16]=[CH:15][CH:14]=[CH:13][C:9]=3[CH2:10][CH2:11][C:12]3[CH:2]=[CH:3][CH:4]=[CH:5][C:6]2=3)(=[O:38])=[O:37])=[CH:32][CH:31]=1, predict the reactants needed to synthesize it. The reactants are: Cl.[CH:2]1[C:12]2[CH2:11][CH2:10][C:9]3[CH:13]=[CH:14][CH:15]=[CH:16][C:8]=3[N:7]([CH2:17][CH:18]([CH3:21])[CH2:19][NH2:20])[C:6]=2[CH:5]=[CH:4][CH:3]=1.C(N(CC)CC)C.[Cl:29][C:30]1[CH:35]=[CH:34][C:33]([S:36](Cl)(=[O:38])=[O:37])=[CH:32][CH:31]=1.